This data is from Experimentally validated miRNA-target interactions with 360,000+ pairs, plus equal number of negative samples. The task is: Binary Classification. Given a miRNA mature sequence and a target amino acid sequence, predict their likelihood of interaction. (1) The miRNA is hsa-miR-8082 with sequence UGAUGGAGCUGGGAAUACUCUG. The protein sequence of the target gene is MLQGHSSVFQALLGTFFTWGMTAAGAALVFVFSSGQRRILDGSLGFAAGVMLAASYWSLLAPAVEMATSSGGFGAFAFFPVAVGFTLGAAFVYLADLLMPHLGAAEDPQTTLALNFGSTLMKKKSDPEGPALLFPESELSIRIGRAGLLSDKSENGEAYQRKKAAATGLPEGPAVPVPSRGNLAQPGGSSWRRIALLILAITIHNVPEGLAVGVGFGAIEKTASATFESARNLAIGIGIQNFPEGLAVSLPLRGAGFSTWRAFWYGQLSGMVEPLAGVFGAFAVVLAEPILPYALAFAAG.... Result: 1 (interaction). (2) The miRNA is hsa-miR-6828-3p with sequence AUCUGCUCUCUUGUUCCCAG. The protein sequence of the target gene is MSSSRPEPGPWAPLSPRLQPLSQSSSSLLGEGREQRPELRKTASSTVWQAQLGEASTRPQAPEEEGNPPESMKPARASGPKARPSAGGHWWSSTVGNVSTMGGSDLCRLRAPSAAAMQRSHSDLVRSTQMRGHSGARKASLSCSALGSSPVHRAQLQPGGTSGQGGQAPAGLERDLAPEDETSNSAWMLGASQLSVPPLDLGDTTAHSSSAQAEPKAAEQLATTTCHALPPAALLCGMREVRAGGCCHALPATGILAFPKLVASVSESGLQAQHGVKIHCRLSGGLPGHSHCCAHLWGPA.... Result: 1 (interaction). (3) The miRNA is hsa-miR-6828-3p with sequence AUCUGCUCUCUUGUUCCCAG. The protein sequence of the target gene is MRLLVLSSLLCILLLCFSIFSTEGKRRPAKAWSGRRTRLCCHRVPSPNSTNLKGHHVRLCKPCKLEPEPRLWVVPGALPQV. Result: 0 (no interaction). (4) The miRNA is hsa-miR-1909-5p with sequence UGAGUGCCGGUGCCUGCCCUG. The protein sequence of the target gene is MPSALSMRPWDAALPNTTAAAWTNGSVPEMPLFHHFARLDEELQATFPSLWQALMVVHGTIFLAGLVLNGLALYVFCCRTRAKTPSVTYTINLVVTDLLVGLSLPTRFAVFYGARGCLRCAFPHVLGYFLNMHCSILFLTCICVDRYLAIVQPEGSRRWRQPACAKAVCIFVWLAAGVVTLSVLGVKSGGRSCCRVFALTVLEFLLPLLVISVFTGRIMCALSRPGLLRQGRQRRVRAMQLLLTVLVIFLVCFTPFHARQVAVALWPNVPKHTSLVAYHVAVTLSSLNSCMDPIVYCFIT.... Result: 0 (no interaction). (5) The miRNA is hsa-miR-5588-3p with sequence AAGUCCCACUAAUGCCAGC. The protein sequence of the target gene is MKHLVAAWLLVGLSLGVPQFGKGDICNPNPCENGGICLSGLADDSFSCECPEGFAGPNCSSVVEVASDEEKPTSAGPCIPNPCHNGGTCEISEAYRGDTFIGYVCKCPRGFNGIHCQHNINECEAEPCRNGGICTDLVANYSCECPGEFMGRNCQYKCSGPLGIEGGIISNQQITASSTHRALFGLQKWYPYYARLNKKGLINAWTAAENDRWPWIQINLQRKMRVTGVITQGAKRIGSPEYIKSYKIAYSNDGKTWAMYKVKGTNEEMVFRGNVDNNTPYANSFTPPIKAQYVRLYPQI.... Result: 0 (no interaction). (6) The miRNA is hsa-miR-6130 with sequence UGAGGGAGUGGAUUGUAUG. The protein sequence of the target gene is MDDFLSISLLSVAMLVGCYVAGIIPLAVNFSEERLKLVTVLGAGLLCGTALAVIVPEGVHALYEEVLEGKHHQTSEMKQNGIASDKAAEISSVHEHEHSHDHTQLHAYIGVSLVLGFVFMLLVDQIGSSHVHSSDDPETARPSSSKITTTLGLVVHAAADGVALGAAASTSQTSVQLIVFVAIMLHKAPAAFGLVSFLMHAGLERNRIRKHLLVFALAAPAMSMLTYLGLSKSSKEALSEVNATGVAMLFSAGTFLYVATVHVLPEVGGMGHSHKPDTTGGRGLSRLEVAALVLGCLIPL.... Result: 0 (no interaction). (7) The miRNA is hsa-miR-4727-3p with sequence AUAGUGGGAAGCUGGCAGAUUC. The protein sequence of the target gene is MANEVQVLPSPLKGRYAPAVKAGGMRISKKQEMGVLERHTKKTGLEKTSAITNVAKIQMLDALTDTLDKLNHKFPATVHTAHQKPTPALEKAAPMKRAYIIQQPRKC. Result: 0 (no interaction). (8) Result: 1 (interaction). The miRNA is hsa-miR-484 with sequence UCAGGCUCAGUCCCCUCCCGAU. The protein sequence of the target gene is MSEGDSVGESVHGKPSVVYRFFTRLGQIYQSWLDKSTPYTAVRWVVTLGLSFVYMIRVYLLQGWYIVTYALGIYHLNLFIAFLSPKVDPSLMEDSDDGPSLPTKQNEEFRPFIRRLPEFKFWHAATKGILVAMVCTFFDAFNVPVFWPILVMYFIMLFCITMKRQIKHMIKYRYIPFTHGKRRYRGKEDAGKAFAS.